The task is: Predict the reaction yield, written as a fraction of the theoretical maximum amount of product (1.0 means a 100% yield; for example, 0.34 means a 34% yield).. This data is from Reaction yield outcomes from USPTO patents with 853,638 reactions. The reactants are [C:1]1([CH:7]([C:29]2[CH:34]=[CH:33][CH:32]=[CH:31][CH:30]=2)[N:8]2[C:16]3[C:11](=[CH:12][CH:13]=[CH:14][CH:15]=3)[C:10]([OH:27])([C:17]3[C:25]([OH:26])=[CH:24][C:20]4[O:21][CH2:22][O:23][C:19]=4[CH:18]=3)[C:9]2=[O:28])[CH:6]=[CH:5][CH:4]=[CH:3][CH:2]=1.C(=O)([O-])[O-].[K+].[K+].[CH2:41](Br)[C:42]1[CH:47]=[CH:46][CH:45]=[CH:44][CH:43]=1. The catalyst is CN(C)C=O. The product is [CH2:41]([O:26][C:25]1[C:17]([C:10]2([OH:27])[C:11]3[C:16](=[CH:15][CH:14]=[CH:13][CH:12]=3)[N:8]([CH:7]([C:1]3[CH:2]=[CH:3][CH:4]=[CH:5][CH:6]=3)[C:29]3[CH:30]=[CH:31][CH:32]=[CH:33][CH:34]=3)[C:9]2=[O:28])=[CH:18][C:19]2[O:23][CH2:22][O:21][C:20]=2[CH:24]=1)[C:42]1[CH:47]=[CH:46][CH:45]=[CH:44][CH:43]=1. The yield is 0.840.